From a dataset of Reaction yield outcomes from USPTO patents with 853,638 reactions. Predict the reaction yield, written as a fraction of the theoretical maximum amount of product (1.0 means a 100% yield; for example, 0.34 means a 34% yield). (1) The reactants are [C:1]([N:4]1[CH:8](O)[CH2:7][CH:6]([C:10]2[CH:15]=[CH:14][CH:13]=[CH:12][CH:11]=2)[C:5]1([C:21]([O:23][CH2:24][CH3:25])=[O:22])[C:16]([O:18][CH2:19][CH3:20])=[O:17])(=[O:3])[CH3:2].C([SiH](CC)CC)C.FC(F)(F)C(O)=O. The catalyst is ClCCl. The product is [C:1]([N:4]1[CH2:8][CH2:7][CH:6]([C:10]2[CH:15]=[CH:14][CH:13]=[CH:12][CH:11]=2)[C:5]1([C:21]([O:23][CH2:24][CH3:25])=[O:22])[C:16]([O:18][CH2:19][CH3:20])=[O:17])(=[O:3])[CH3:2]. The yield is 1.00. (2) The reactants are [NH2:1][C:2]1[CH:9]=[C:8]([O:10][CH2:11][CH:12]2[CH2:17][CH2:16][N:15]([CH3:18])[CH2:14][CH2:13]2)[C:7]([O:19][CH3:20])=[CH:6][C:3]=1[C:4]#[N:5].[CH3:21][N:22]([CH:24]=O)[CH3:23].C[C:21]([N:22]([CH3:24])[CH3:23])=O. The catalyst is C1(C)C=CC=CC=1. The product is [C:4]([C:3]1[CH:6]=[C:7]([O:19][CH3:20])[C:8]([O:10][CH2:11][CH:12]2[CH2:13][CH2:14][N:15]([CH3:18])[CH2:16][CH2:17]2)=[CH:9][C:2]=1[N:1]=[CH:21][N:22]([CH3:24])[CH3:23])#[N:5]. The yield is 0.800. (3) The reactants are Cl[C:2]1[CH:7]=[CH:6][N:5]=[C:4]2[CH:8]=[C:9]([C:11]([N:13]3[CH2:17][C@H:16]([O:18][CH3:19])[C@H:15]([O:20][CH3:21])[CH2:14]3)=[O:12])[S:10][C:3]=12.[CH3:22][NH:23][C:24]([C:26]1[C:34]2[C:29](=[CH:30][C:31]([OH:35])=[CH:32][CH:33]=2)[N:28]([CH3:36])[C:27]=1[CH3:37])=[O:25].C([O-])([O-])=O.[Cs+].[Cs+]. No catalyst specified. The product is [CH3:22][NH:23][C:24]([C:26]1[C:34]2[C:29](=[CH:30][C:31]([O:35][C:2]3[CH:7]=[CH:6][N:5]=[C:4]4[CH:8]=[C:9]([C:11]([N:13]5[CH2:17][CH:16]([O:18][CH3:19])[CH:15]([O:20][CH3:21])[CH2:14]5)=[O:12])[S:10][C:3]=34)=[CH:32][CH:33]=2)[N:28]([CH3:36])[C:27]=1[CH3:37])=[O:25]. The yield is 0.390. (4) The reactants are [C:1]([O:5][C:6]([N:8]1[CH2:13][CH2:12][CH:11]([O:14][C:15]2[CH:20]=[CH:19][C:18]([NH:21][CH2:22]/[CH:23]=[CH:24]/[C:25]3[CH:26]=[C:27]([CH:30]=[CH:31][CH:32]=3)[C:28]#[N:29])=[CH:17][CH:16]=2)[CH2:10][CH2:9]1)=[O:7])([CH3:4])([CH3:3])[CH3:2].C(=O)([O-])[O-].[K+].[K+].Br[CH:40]([CH3:46])[C:41]([O:43][CH2:44][CH3:45])=[O:42].O. The catalyst is CN(C)C=O. The product is [C:1]([O:5][C:6]([N:8]1[CH2:13][CH2:12][CH:11]([O:14][C:15]2[CH:20]=[CH:19][C:18]([N:21]([CH:40]([CH3:46])[C:41]([O:43][CH2:44][CH3:45])=[O:42])[CH2:22]/[CH:23]=[CH:24]/[C:25]3[CH:32]=[CH:31][CH:30]=[C:27]([C:28]#[N:29])[CH:26]=3)=[CH:17][CH:16]=2)[CH2:10][CH2:9]1)=[O:7])([CH3:4])([CH3:2])[CH3:3]. The yield is 0.600. (5) The reactants are [F:1][C:2]([F:12])([F:11])[C:3]1[CH:8]=[CH:7][C:6]([Mg]Br)=[CH:5][CH:4]=1.C[Si](Cl)(C)C.[CH3:18][O:19][C:20](=[O:37])/[CH:21]=[CH:22]/[C@H:23]1[CH2:27][O:26][C:25]([CH3:29])([CH3:28])[N:24]1[C:30]([O:32][C:33]([CH3:36])([CH3:35])[CH3:34])=[O:31].[NH4+].[Cl-]. The catalyst is C1COCC1.[Cu](I)I. The product is [CH3:18][O:19][C:20](=[O:37])[CH2:21][C@H:22]([C@H:23]1[CH2:27][O:26][C:25]([CH3:29])([CH3:28])[N:24]1[C:30]([O:32][C:33]([CH3:36])([CH3:35])[CH3:34])=[O:31])[C:6]1[CH:7]=[CH:8][C:3]([C:2]([F:12])([F:11])[F:1])=[CH:4][CH:5]=1. The yield is 0.970. (6) The reactants are [CH3:1][O:2][C:3]1[CH:4]=[C:5]([CH:11]([OH:15])[C:12]([OH:14])=[O:13])[CH:6]=[CH:7][C:8]=1[O:9][CH3:10].C(=O)([O-])[O-].[Cs+].[Cs+].[CH2:22](Br)[C:23]1[CH:28]=[CH:27][CH:26]=[CH:25][CH:24]=1. The catalyst is CN(C=O)C.O. The product is [CH3:1][O:2][C:3]1[CH:4]=[C:5]([CH:11]([OH:15])[C:12]([O:14][CH2:22][C:23]2[CH:28]=[CH:27][CH:26]=[CH:25][CH:24]=2)=[O:13])[CH:6]=[CH:7][C:8]=1[O:9][CH3:10]. The yield is 0.440. (7) The reactants are [CH3:1][CH2:2][C:3]1[CH:8]=[C:7]([C:9]([CH3:11])=[O:10])[CH:6]=[CH:5][CH:4]=1.[Br:12]Br. The product is [Br:12][CH2:11][C:9]([C:7]1[CH:6]=[CH:5][CH:4]=[C:3]([CH2:2][CH3:1])[CH:8]=1)=[O:10]. The catalyst is O1CCOCC1. The yield is 0.680. (8) The reactants are [CH3:1][C:2]1[C:6]([C:7]([OH:9])=O)=[CH:5][O:4][N:3]=1.C(Cl)(=O)C(Cl)=O.CN(C=O)C.[F:21][CH:22]([F:43])[O:23][C:24]1[CH:29]=[CH:28][C:27]([C:30]23[NH:42][CH2:41][CH2:40][N:31]2[C:32](=[O:39])[C:33]2[N:34]([CH:36]=[CH:37][CH:38]=2)[CH2:35]3)=[CH:26][CH:25]=1. The catalyst is C(Cl)Cl.N1C=CC=CC=1. The product is [F:43][CH:22]([F:21])[O:23][C:24]1[CH:29]=[CH:28][C:27]([C:30]23[N:42]([C:7]([C:6]4[C:2]([CH3:1])=[N:3][O:4][CH:5]=4)=[O:9])[CH2:41][CH2:40][N:31]2[C:32](=[O:39])[C:33]2[N:34]([CH:36]=[CH:37][CH:38]=2)[CH2:35]3)=[CH:26][CH:25]=1. The yield is 0.520. (9) The reactants are [NH2:1][CH:2]1[N:8]=[C:7]([C:9]2[CH:14]=[CH:13][CH:12]=[CH:11][CH:10]=2)[C:6]2[CH:15]=[CH:16][CH:17]=[CH:18][C:5]=2[N:4]([CH2:19][C:20]([F:23])([F:22])[F:21])[C:3]1=[O:24].C1C([N+]([O-])=O)=CC=C([Cl-][C:35]([O-])=[O:36])C=1.C(N(CC)CC)C.Br.Br.[O:47]=[C:48]1[NH:56][C:51]2[CH:52]=[N:53][CH:54]=[CH:55][C:50]=2[N:49]1[CH:57]1[CH2:62][CH2:61][NH:60][CH2:59][CH2:58]1. The catalyst is O1CCCC1.CS(C)=O. The product is [O:24]=[C:3]1[C@H:2]([NH:1][C:35]([N:60]2[CH2:61][CH2:62][CH:57]([N:49]3[C:50]4[CH:55]=[CH:54][N:53]=[CH:52][C:51]=4[NH:56][C:48]3=[O:47])[CH2:58][CH2:59]2)=[O:36])[N:8]=[C:7]([C:9]2[CH:10]=[CH:11][CH:12]=[CH:13][CH:14]=2)[C:6]2[CH:15]=[CH:16][CH:17]=[CH:18][C:5]=2[N:4]1[CH2:19][C:20]([F:21])([F:23])[F:22]. The yield is 0.450.